Dataset: Retrosynthesis with 50K atom-mapped reactions and 10 reaction types from USPTO. Task: Predict the reactants needed to synthesize the given product. (1) The reactants are: C#CCN.O=C(O)Cc1ccc(CBr)cc1. Given the product C#CCNC(=O)Cc1ccc(CBr)cc1, predict the reactants needed to synthesize it. (2) The reactants are: COCCCN1CCOc2ccc(COC3CN(C(=O)OCc4ccccc4)CCC3c3ccc(CCl)cc3)cc21.c1c[nH]cn1. Given the product COCCCN1CCOc2ccc(COC3CN(C(=O)OCc4ccccc4)CCC3c3ccc(Cn4ccnc4)cc3)cc21, predict the reactants needed to synthesize it.